Predict the product of the given reaction. From a dataset of Forward reaction prediction with 1.9M reactions from USPTO patents (1976-2016). (1) Given the reactants [NH:1]1[CH2:5][CH2:4][CH2:3][C@H:2]1[CH2:6][N:7]1[CH2:11][CH2:10][CH2:9][CH2:8]1.[NH2:12][C:13]1[C:14]([C:18]2[N:19]([CH2:34][CH3:35])[C:20]3[C:25]([C:26](N4C=CN=C4)=[O:27])=[CH:24][N:23]=[CH:22][C:21]=3[N:33]=2)=[N:15][O:16][N:17]=1, predict the reaction product. The product is: [NH2:12][C:13]1[C:14]([C:18]2[N:19]([CH2:34][CH3:35])[C:20]3[C:25]([C:26]([N:1]4[CH2:5][CH2:4][CH2:3][C@H:2]4[CH2:6][N:7]4[CH2:11][CH2:10][CH2:9][CH2:8]4)=[O:27])=[CH:24][N:23]=[CH:22][C:21]=3[N:33]=2)=[N:15][O:16][N:17]=1. (2) Given the reactants Cl[C:2]1[C:7]([F:8])=[CH:6][C:5]([C@H:9]2[CH2:13][O:12][C:11]([CH3:15])([CH3:14])[O:10]2)=[CH:4][N:3]=1.[CH3:16][C@H:17]1[CH2:22][NH:21][CH2:20][CH2:19][N:18]1[C:23]([O:25][C:26]([CH3:29])([CH3:28])[CH3:27])=[O:24].CC(C)([O-])C.[Na+].C1(P(C2CCCCC2)C2C=CC=CC=2C2C(C(C)C)=CC(C(C)C)=CC=2C(C)C)CCCCC1, predict the reaction product. The product is: [C:26]([O:25][C:23]([N:18]1[CH2:19][CH2:20][N:21]([C:2]2[C:7]([F:8])=[CH:6][C:5]([C@H:9]3[CH2:13][O:12][C:11]([CH3:15])([CH3:14])[O:10]3)=[CH:4][N:3]=2)[CH2:22][C@@H:17]1[CH3:16])=[O:24])([CH3:29])([CH3:27])[CH3:28]. (3) Given the reactants C1C(N2C(=O)COCC2)=CC=C(N2C(=O)O[C@@H](CNC(C3SC(Cl)=CC=3)=O)C2)C=1.[NH2:30][C:31]1[CH:36]=[CH:35][C:34]([N:37]2[CH2:42][CH2:41][O:40][CH2:39][C:38]2=[O:43])=[CH:33][CH:32]=1.[O:44]1[CH2:46][C@@H:45]1[CH2:47][N:48]1[C:56](=[O:57])[C:55]2[C:50](=[CH:51][CH:52]=[CH:53][CH:54]=2)[C:49]1=[O:58], predict the reaction product. The product is: [OH:44][C@H:45]([CH2:46][NH:30][C:31]1[CH:32]=[CH:33][C:34]([N:37]2[CH2:42][CH2:41][O:40][CH2:39][C:38]2=[O:43])=[CH:35][CH:36]=1)[CH2:47][N:48]1[C:49](=[O:58])[C:50]2[C:55](=[CH:54][CH:53]=[CH:52][CH:51]=2)[C:56]1=[O:57]. (4) Given the reactants [O:1]1[C:5]2[CH:6]=[CH:7][C:8]([C:10]3([C:13]([NH:15][C:16]4[CH:17]=[C:18]5[C:22](=[CH:23][CH:24]=4)[NH:21][C:20]([C:25](O)=[O:26])=[CH:19]5)=[O:14])[CH2:12][CH2:11]3)=[CH:9][C:4]=2[O:3][CH2:2]1.[CH3:28][C:29]([NH2:32])([CH3:31])[CH3:30].C(N(CC)CC)C.CN(C(ON1N=NC2C=CC=NC1=2)=[N+](C)C)C.F[P-](F)(F)(F)(F)F, predict the reaction product. The product is: [O:1]1[C:5]2[CH:6]=[CH:7][C:8]([C:10]3([C:13]([NH:15][C:16]4[CH:17]=[C:18]5[C:22](=[CH:23][CH:24]=4)[NH:21][C:20]([C:25]([NH:32][C:29]([CH3:31])([CH3:30])[CH3:28])=[O:26])=[CH:19]5)=[O:14])[CH2:12][CH2:11]3)=[CH:9][C:4]=2[O:3][CH2:2]1. (5) Given the reactants F[B-](F)(F)F.C([PH+](C(C)(C)C)C(C)(C)C)(C)(C)C.[O-]P([O-])([O-])=O.[K+].[K+].[K+].[Cl:27][C:28]1[CH:29]=[CH:30][C:31](B2OC(C)(C)C(C)(C)O2)=[C:32]([CH:34]=1)[NH2:33].Br[C:45]1[C:46]([CH3:56])=[N:47][O:48][C:49]=1[CH2:50][C:51]([O:53][CH2:54][CH3:55])=[O:52].N#N, predict the reaction product. The product is: [NH2:33][C:32]1[CH:34]=[C:28]([Cl:27])[CH:29]=[CH:30][C:31]=1[C:45]1[C:46]([CH3:56])=[N:47][O:48][C:49]=1[CH2:50][C:51]([O:53][CH2:54][CH3:55])=[O:52]. (6) The product is: [OH:35][CH2:34][CH2:33][NH:1][C@@H:2]([CH2:31][CH3:32])[C:3]([NH:5][C@@H:6]1[C:12](=[O:13])[N:11]([CH2:14][C:15]2[C:24]3[C:19](=[CH:20][CH:21]=[CH:22][CH:23]=3)[N:18]=[CH:17][C:16]=2[O:25][CH3:26])[C:10]2[CH:27]=[CH:28][CH:29]=[CH:30][C:9]=2[CH2:8][CH2:7]1)=[O:4]. Given the reactants [NH2:1][C@@H:2]([CH2:31][CH3:32])[C:3]([NH:5][C@@H:6]1[C:12](=[O:13])[N:11]([CH2:14][C:15]2[C:24]3[C:19](=[CH:20][CH:21]=[CH:22][CH:23]=3)[N:18]=[CH:17][C:16]=2[O:25][CH3:26])[C:10]2[CH:27]=[CH:28][CH:29]=[CH:30][C:9]=2[CH2:8][CH2:7]1)=[O:4].[CH2:33]1OC(O)C[O:35][CH:34]1O.C(O)(=O)C.C([BH3-])#N.[Na+].[OH-].[Na+], predict the reaction product. (7) The product is: [Cl:1][C:2]1[CH:3]=[C:4]([CH:28]=[CH:29][C:30]=1[Cl:31])[C:5]([NH:7][C:8]1[CH:27]=[CH:26][C:11]([O:12][C:13]2[CH:14]=[CH:15][C:16]([N:19]3[CH2:20][CH2:21][CH:22]([O:25][C:39](=[O:46])[C:40]4[CH:45]=[CH:44][CH:43]=[CH:42][CH:41]=4)[CH2:23][CH2:24]3)=[CH:17][CH:18]=2)=[CH:10][CH:9]=1)=[O:6]. Given the reactants [Cl:1][C:2]1[CH:3]=[C:4]([CH:28]=[CH:29][C:30]=1[Cl:31])[C:5]([NH:7][C:8]1[CH:27]=[CH:26][C:11]([O:12][C:13]2[CH:18]=[CH:17][C:16]([N:19]3[CH2:24][CH2:23][CH:22]([OH:25])[CH2:21][CH2:20]3)=[CH:15][CH:14]=2)=[CH:10][CH:9]=1)=[O:6].C(N(CC)CC)C.[C:39](Cl)(=[O:46])[C:40]1[CH:45]=[CH:44][CH:43]=[CH:42][CH:41]=1, predict the reaction product. (8) The product is: [CH3:3][CH:2]([N:4]1[C:12](/[CH:13]=[CH:14]/[CH:15]([OH:24])[CH2:16][CH:17]([OH:23])[CH2:18][C:19]([O-:21])=[O:20])=[C:11]([C:25]2[CH:26]=[CH:27][C:28]([F:31])=[CH:29][CH:30]=2)[C:10]2[CH:9]=[CH:8][CH:7]=[CH:6][C:5]1=2)[CH3:1].[Na+:39]. Given the reactants [CH3:1][CH:2]([N:4]1[C:12](/[CH:13]=[CH:14]/[C@H:15]([OH:24])[CH2:16][C@H:17]([OH:23])[CH2:18][C:19]([O:21]C)=[O:20])=[C:11]([C:25]2[CH:30]=[CH:29][C:28]([F:31])=[CH:27][CH:26]=2)[C:10]2[C:5]1=[CH:6][CH:7]=[CH:8][CH:9]=2)[CH3:3].C1CCCCC1.[OH-].[Na+:39], predict the reaction product. (9) Given the reactants [F:1][C:2]1[CH:7]=[C:6]([C:8]([F:11])([F:10])[F:9])[CH:5]=[CH:4][C:3]=1[C:12]1[C:21]2[CH2:20][CH2:19][CH2:18][C@@H:17]([NH2:22])[C:16]=2[CH:15]=[N:14][CH:13]=1.[C:23](O)(=[O:25])[CH3:24], predict the reaction product. The product is: [F:1][C:2]1[CH:7]=[C:6]([C:8]([F:9])([F:11])[F:10])[CH:5]=[CH:4][C:3]=1[C:12]1[C:21]2[CH2:20][CH2:19][CH2:18][C@@H:17]([NH:22][C:23](=[O:25])[CH3:24])[C:16]=2[CH:15]=[N:14][CH:13]=1.